From a dataset of Forward reaction prediction with 1.9M reactions from USPTO patents (1976-2016). Predict the product of the given reaction. (1) Given the reactants C(Cl)(=O)C(Cl)=O.CS(C)=O.[OH:11][CH:12]1[CH2:17][O:16][C:15]([CH3:23])([C:18]([O:20][CH2:21][CH3:22])=[O:19])[O:14][CH2:13]1.C(N(CC)CC)C, predict the reaction product. The product is: [CH3:23][C:15]1([C:18]([O:20][CH2:21][CH3:22])=[O:19])[O:14][CH2:13][C:12](=[O:11])[CH2:17][O:16]1. (2) The product is: [CH3:18][O:17][C:14]1[CH:13]=[C:10]2[C:9]([CH:8]=[C:7]([C:1]3[CH:6]=[CH:5][CH:4]=[CH:3][CH:2]=3)[N+:20]([O-:21])=[CH:11]2)=[CH:16][CH:15]=1. Given the reactants [C:1]1([C:7]#[C:8][C:9]2[CH:16]=[CH:15][C:14]([O:17][CH3:18])=[CH:13][C:10]=2[CH:11]=O)[CH:6]=[CH:5][CH:4]=[CH:3][CH:2]=1.Cl.[NH2:20][OH:21].C([O-])(=O)C.[Na+].C(=O)([O-])[O-].[K+].[K+], predict the reaction product. (3) Given the reactants N1CCC1.[Cl-].[CH2:6]([O:13][C:14]([NH:16][S:17]([N:20]1[CH:25]=[CH:24][C:23](=[N+](C)C)C=C1)(=[O:19])=[O:18])=[O:15])[C:7]1[CH:12]=[CH:11][CH:10]=[CH:9][CH:8]=1, predict the reaction product. The product is: [N:20]1([S:17]([NH:16][C:14](=[O:15])[O:13][CH2:6][C:7]2[CH:8]=[CH:9][CH:10]=[CH:11][CH:12]=2)(=[O:18])=[O:19])[CH2:25][CH2:24][CH2:23]1. (4) Given the reactants [CH3:1][O:2][C:3]1[N:8]=[CH:7][C:6]([C:9]2[CH:10]=[N:11][C:12]([N:16]3[CH2:21][CH2:20][O:19][CH2:18][CH2:17]3)=[CH:13][C:14]=2[NH2:15])=[CH:5][CH:4]=1.Cl[C:23]1[C:32]2[C:27](=[CH:28][C:29]([F:34])=[CH:30][C:31]=2[F:33])[N:26]=[C:25]([C:35]2[CH:40]=[CH:39][CH:38]=[CH:37][C:36]=2[S:41]([CH3:44])(=[O:43])=[O:42])[C:24]=1[CH3:45].C1(P(C2CCCCC2)C2(C(C)C)CC(C(C)C)=CC(C(C)C)=C2C2C=CC=CC=2)CCCCC1.CC(C1C=C(C(C)C)C(C2C=CC=CC=2P(C2CCCCC2)C2CCCCC2)=C(C(C)C)C=1)C.CC(C)([O-])C.[Na+], predict the reaction product. The product is: [F:33][C:31]1[CH:30]=[C:29]([F:34])[CH:28]=[C:27]2[C:32]=1[C:23]([NH:15][C:14]1[CH:13]=[C:12]([N:16]3[CH2:21][CH2:20][O:19][CH2:18][CH2:17]3)[N:11]=[CH:10][C:9]=1[C:6]1[CH:7]=[N:8][C:3]([O:2][CH3:1])=[CH:4][CH:5]=1)=[C:24]([CH3:45])[C:25]([C:35]1[CH:40]=[CH:39][CH:38]=[CH:37][C:36]=1[S:41]([CH3:44])(=[O:43])=[O:42])=[N:26]2. (5) Given the reactants Br[C:2]1[CH:3]=[C:4]([O:17][CH2:18][C:19]2[C:24]([F:25])=[CH:23][CH:22]=[CH:21][C:20]=2[F:26])[C:5]2[N:6]([C:8]([C:12]([O:14][CH2:15][CH3:16])=[O:13])=[C:9]([CH3:11])[N:10]=2)[CH:7]=1.[CH3:27][Si:28]([C:31]#[CH:32])([CH3:30])[CH3:29], predict the reaction product. The product is: [F:26][C:20]1[CH:21]=[CH:22][CH:23]=[C:24]([F:25])[C:19]=1[CH2:18][O:17][C:4]1[C:5]2[N:6]([C:8]([C:12]([O:14][CH2:15][CH3:16])=[O:13])=[C:9]([CH3:11])[N:10]=2)[CH:7]=[C:2]([C:32]#[C:31][Si:28]([CH3:30])([CH3:29])[CH3:27])[CH:3]=1. (6) Given the reactants [C:1]([O:5][C:6]([N:8]1[C@H:17]([C:18](=[O:40])[NH:19][C@H:20]([C:36]([O:38][CH3:39])=[O:37])[CH2:21][C:22]2[CH:27]=[CH:26][C:25]([C:28]3[CH:33]=[CH:32][N:31]=[C:30]([CH3:34])[C:29]=3[CH3:35])=[CH:24][CH:23]=2)[CH2:16][C:15]2[CH:14]=[C:13]3[O:41][CH2:42][C@H:43]([C:45]4[CH:50]=[CH:49][CH:48]=[C:47]([OH:51])[CH:46]=4)[O:44][C:12]3=[CH:11][C:10]=2[CH2:9]1)=[O:7])([CH3:4])([CH3:3])[CH3:2].[CH:52]1([CH2:57]O)[CH2:56][CH2:55][CH2:54][CH2:53]1.C1(P(C2C=CC=CC=2)C2C=CC=CC=2)C=CC=CC=1.N(C(OCC(C)C)=O)=NC(OCC(C)C)=O, predict the reaction product. The product is: [C:1]([O:5][C:6]([N:8]1[C@H:17]([C:18](=[O:40])[NH:19][C@H:20]([C:36]([O:38][CH3:39])=[O:37])[CH2:21][C:22]2[CH:23]=[CH:24][C:25]([C:28]3[CH:33]=[CH:32][N:31]=[C:30]([CH3:34])[C:29]=3[CH3:35])=[CH:26][CH:27]=2)[CH2:16][C:15]2[CH:14]=[C:13]3[O:41][CH2:42][C@H:43]([C:45]4[CH:50]=[CH:49][CH:48]=[C:47]([O:51][CH2:57][CH:52]5[CH2:56][CH2:55][CH2:54][CH2:53]5)[CH:46]=4)[O:44][C:12]3=[CH:11][C:10]=2[CH2:9]1)=[O:7])([CH3:4])([CH3:2])[CH3:3].